This data is from Reaction yield outcomes from USPTO patents with 853,638 reactions. The task is: Predict the reaction yield, written as a fraction of the theoretical maximum amount of product (1.0 means a 100% yield; for example, 0.34 means a 34% yield). The reactants are [N+:1]([C:4]1[CH:13]=[C:12]2[C:7]([CH2:8][CH2:9][CH2:10][C:11]2=O)=[CH:6][CH:5]=1)([O-:3])=[O:2].[NH2:15][OH:16]. The catalyst is N1C=CC=CC=1. The product is [N+:1]([C:4]1[CH:13]=[C:12]2[C:7]([CH2:8][CH2:9][CH2:10][C:11]2=[N:15][OH:16])=[CH:6][CH:5]=1)([O-:3])=[O:2]. The yield is 0.880.